This data is from Full USPTO retrosynthesis dataset with 1.9M reactions from patents (1976-2016). The task is: Predict the reactants needed to synthesize the given product. (1) Given the product [CH:30]1([N:15]([C@H:16]2[CH2:21][CH2:20][C@H:19]([CH2:22][O:23][C:24]3[CH:29]=[CH:28][CH:27]=[CH:26][CH:25]=3)[CH2:18][CH2:17]2)[C:13](=[O:14])[NH:12][C:10]2[S:11][C:7]([S:6][CH2:5][C:4]([OH:36])=[O:3])=[CH:8][N:9]=2)[CH2:31][CH2:32][CH2:33][CH2:34][CH2:35]1, predict the reactants needed to synthesize it. The reactants are: C([O:3][C:4](=[O:36])[CH2:5][S:6][C:7]1[S:11][C:10]([NH:12][C:13]([N:15]([CH:30]2[CH2:35][CH2:34][CH2:33][CH2:32][CH2:31]2)[C@H:16]2[CH2:21][CH2:20][C@H:19]([CH2:22][O:23][C:24]3[CH:29]=[CH:28][CH:27]=[CH:26][CH:25]=3)[CH2:18][CH2:17]2)=[O:14])=[N:9][CH:8]=1)C.[OH-].[Na+].Cl. (2) Given the product [Cl:1][C:2]1[CH:3]=[C:4]([NH:5][C:21]([NH:20][C:17]2[CH:18]=[CH:19][C:14]([Cl:13])=[C:15]([C:23]([F:25])([F:24])[F:26])[CH:16]=2)=[O:22])[CH:6]=[C:7]([C:9]([F:10])([F:11])[F:12])[CH:8]=1, predict the reactants needed to synthesize it. The reactants are: [Cl:1][C:2]1[CH:3]=[C:4]([CH:6]=[C:7]([C:9]([F:12])([F:11])[F:10])[CH:8]=1)[NH2:5].[Cl:13][C:14]1[CH:19]=[CH:18][C:17]([N:20]=[C:21]=[O:22])=[CH:16][C:15]=1[C:23]([F:26])([F:25])[F:24]. (3) Given the product [F:28][C:25]1[CH:24]=[CH:23][C:22]([C:9]2[C:8]([N:7]([CH3:32])[C:2]3[CH:3]=[CH:4][CH:5]=[CH:6][C:1]=3[CH3:29])=[N:17][C:16]3[C:11](=[CH:12][CH:13]=[C:14]([C:18]([OH:20])=[O:19])[CH:15]=3)[N:10]=2)=[CH:27][CH:26]=1, predict the reactants needed to synthesize it. The reactants are: [C:1]1([CH3:29])[C:2]([NH:7][C:8]2[C:9]([C:22]3[CH:27]=[CH:26][C:25]([F:28])=[CH:24][CH:23]=3)=[N:10][C:11]3[C:16]([N:17]=2)=[CH:15][C:14]([C:18]([O:20]C)=[O:19])=[CH:13][CH:12]=3)=[CH:3][CH:4]=[CH:5][CH:6]=1.[H-].[Na+].[CH3:32]I. (4) Given the product [Br:1][C:2]1[CH:3]=[C:4]2[C:8](=[CH:9][CH:10]=1)[CH2:7][CH:6]([C:12]([O:14][CH2:15][CH3:16])=[O:13])[CH2:5]2, predict the reactants needed to synthesize it. The reactants are: [Br:1][C:2]1[CH:3]=[C:4]2[C:8](=[CH:9][CH:10]=1)[C:7](=O)[CH:6]([C:12]([O:14][CH2:15][CH3:16])=[O:13])[CH2:5]2.[SiH](CC)(CC)CC.